This data is from Reaction yield outcomes from USPTO patents with 853,638 reactions. The task is: Predict the reaction yield, written as a fraction of the theoretical maximum amount of product (1.0 means a 100% yield; for example, 0.34 means a 34% yield). (1) The reactants are Br[C:2]1[N:6]([C:7]2[CH:12]=[CH:11][C:10]([O:13][CH3:14])=[CH:9][CH:8]=2)[N:5]=[C:4]([CH2:15][CH2:16][CH3:17])[CH:3]=1.[CH3:18][C:19]1[C:23](B(O)O)=[C:22]([CH3:27])[O:21][N:20]=1.C([O-])([O-])=O.[K+].[K+].[I-].[Na+]. The catalyst is C1C=CC([P]([Pd]([P](C2C=CC=CC=2)(C2C=CC=CC=2)C2C=CC=CC=2)([P](C2C=CC=CC=2)(C2C=CC=CC=2)C2C=CC=CC=2)[P](C2C=CC=CC=2)(C2C=CC=CC=2)C2C=CC=CC=2)(C2C=CC=CC=2)C2C=CC=CC=2)=CC=1.O1CCOCC1. The product is [CH3:14][O:13][C:10]1[CH:11]=[CH:12][C:7]([N:6]2[C:2]([C:23]3[C:19]([CH3:18])=[N:20][O:21][C:22]=3[CH3:27])=[CH:3][C:4]([CH2:15][CH2:16][CH3:17])=[N:5]2)=[CH:8][CH:9]=1. The yield is 0.590. (2) The catalyst is C1COCC1. The product is [Cl:1][C:2]1[C:11]2[C:6](=[CH:7][CH:8]=[CH:9][CH:10]=2)[N:5]=[C:4]([C:12]([C:21]2[CH:20]=[CH:19][C:18]([F:17])=[C:23]([F:24])[CH:22]=2)=[O:14])[N:3]=1. The yield is 0.260. The reactants are [Cl:1][C:2]1[C:11]2[C:6](=[CH:7][CH:8]=[CH:9][CH:10]=2)[N:5]=[C:4]([C:12]([O:14]CC)=O)[N:3]=1.[F:17][C:18]1[CH:19]=[C:20]([Mg]Br)[CH:21]=[CH:22][C:23]=1[F:24].C1COCC1.[Cl-].[NH4+]. (3) The catalyst is [Pd].CO. The product is [NH2:8][C:5]1[CH:6]=[CH:7][C:2]([CH3:1])=[C:3]([N:11]2[CH2:34][CH2:33][C:14]3[N:15]=[C:16]([NH:19][C:20]4[CH:25]=[CH:24][C:23]([N:26]5[CH2:27][CH2:28][N:29]([CH3:32])[CH2:30][CH2:31]5)=[CH:22][CH:21]=4)[N:17]=[CH:18][C:13]=3[C:12]2=[O:35])[CH:4]=1. The reactants are [CH3:1][C:2]1[CH:7]=[CH:6][C:5]([N+:8]([O-])=O)=[CH:4][C:3]=1[N:11]1[CH2:34][CH2:33][C:14]2[N:15]=[C:16]([NH:19][C:20]3[CH:25]=[CH:24][C:23]([N:26]4[CH2:31][CH2:30][N:29]([CH3:32])[CH2:28][CH2:27]4)=[CH:22][CH:21]=3)[N:17]=[CH:18][C:13]=2[C:12]1=[O:35].C1COCC1. The yield is 0.923.